Dataset: Forward reaction prediction with 1.9M reactions from USPTO patents (1976-2016). Task: Predict the product of the given reaction. (1) Given the reactants Cl[C:2]1[C:3]2[CH2:13][CH2:12][CH2:11][C:10]3[CH:14]=[CH:15][CH:16]=[CH:17][C:9]=3[C:4]=2[N:5]=[C:6]([NH2:8])[N:7]=1.[CH2:18]1[NH:23][CH2:22][CH2:21][N:20]2[CH2:24][CH2:25][CH2:26][CH:19]12.COCCO.C(N(CC)C(C)C)(C)C, predict the reaction product. The product is: [CH2:18]1[N:23]([C:2]2[C:3]3[CH2:13][CH2:12][CH2:11][C:10]4[CH:14]=[CH:15][CH:16]=[CH:17][C:9]=4[C:4]=3[N:5]=[C:6]([NH2:8])[N:7]=2)[CH2:22][CH2:21][N:20]2[CH2:24][CH2:25][CH2:26][CH:19]12. (2) Given the reactants [Br:1][C:2]1[CH:3]=[C:4]([CH:9]=[CH:10][CH:11]=1)[C:5](=[O:8])[CH2:6]Br.[N-:12]=[N+:13]=[N-:14].[Na+], predict the reaction product. The product is: [Br:1][C:2]1[CH:3]=[C:4]([CH:9]=[CH:10][CH:11]=1)[C:5](=[O:8])[CH2:6][N:12]=[N+:13]=[N-:14]. (3) Given the reactants [I:1][C:2]1[CH:7]=[C:6]([N+:8]([O-:10])=[O:9])[CH:5]=[CH:4][C:3]=1[OH:11].[CH2:12](I)[CH3:13].C(=O)([O-])[O-].[K+].[K+].C(OCC)(=O)C, predict the reaction product. The product is: [CH2:12]([O:11][C:3]1[CH:4]=[CH:5][C:6]([N+:8]([O-:10])=[O:9])=[CH:7][C:2]=1[I:1])[CH3:13]. (4) Given the reactants [Br:1][C:2]1[CH:10]=[C:9]([F:11])[CH:8]=[C:7]2[C:3]=1[C:4]([NH2:12])=[N:5][NH:6]2.CC1(C)OC(=O)[CH:17]([C:21]([CH:23]2[CH2:28][CH2:27][N:26]([C:29]([O:31][C:32]([CH3:35])([CH3:34])[CH3:33])=[O:30])[CH2:25][CH2:24]2)=O)[C:16](=O)[O:15]1.P([O-])([O-])([O-])=O.[K+].[K+].[K+], predict the reaction product. The product is: [Br:1][C:2]1[C:3]2[C:7]([CH:8]=[C:9]([F:11])[CH:10]=1)=[N:6][N:5]1[C:21]([CH:23]3[CH2:28][CH2:27][N:26]([C:29]([O:31][C:32]([CH3:35])([CH3:34])[CH3:33])=[O:30])[CH2:25][CH2:24]3)=[CH:17][C:16](=[O:15])[NH:12][C:4]=21. (5) Given the reactants Cl.[NH2:2][C@@H:3]([CH2:8][C:9]1[CH:14]=[CH:13][C:12]([C:15]([F:18])([F:17])[F:16])=[CH:11][CH:10]=1)[CH2:4][C:5](O)=[O:6].[BH4-].[Na+], predict the reaction product. The product is: [NH2:2][C@@H:3]([CH2:8][C:9]1[CH:14]=[CH:13][C:12]([C:15]([F:16])([F:17])[F:18])=[CH:11][CH:10]=1)[CH2:4][CH2:5][OH:6]. (6) Given the reactants [C:1]([C:5]1[N:6]=[C:7]([NH:10][C:11]([C:13]2[CH:26]=[CH:25][N:16]3[C:17](=[O:24])[C:18]([CH:22]=O)=[C:19]([OH:21])[N:20]=[C:15]3[CH:14]=2)=[O:12])[S:8][CH:9]=1)([CH3:4])([CH3:3])[CH3:2].[C:27]([O:31][C:32]([CH:34]=P(C1C=CC=CC=1)(C1C=CC=CC=1)C1C=CC=CC=1)=[O:33])([CH3:30])([CH3:29])[CH3:28], predict the reaction product. The product is: [C:1]([C:5]1[N:6]=[C:7]([NH:10][C:11]([C:13]2[CH:26]=[CH:25][N:16]3[C:17](=[O:24])[C:18](/[CH:22]=[CH:34]/[C:32]([O:31][C:27]([CH3:28])([CH3:29])[CH3:30])=[O:33])=[C:19]([OH:21])[N:20]=[C:15]3[CH:14]=2)=[O:12])[S:8][CH:9]=1)([CH3:4])([CH3:2])[CH3:3]. (7) Given the reactants Cl.[Cl:2][C:3]1[CH:13]=[CH:12][C:6]2[CH2:7][CH2:8][NH:9][CH2:10][CH2:11][C:5]=2[C:4]=1[C:14]1[NH:15][N:16]=[N:17][C:18]=1[C:19]1[CH:24]=[CH:23][CH:22]=[CH:21][CH:20]=1.[C:25]([O:29][C:30](O[C:30]([O:29][C:25]([CH3:28])([CH3:27])[CH3:26])=[O:31])=[O:31])([CH3:28])([CH3:27])[CH3:26], predict the reaction product. The product is: [C:25]([O:29][C:30]([N:9]1[CH2:10][CH2:11][C:5]2[C:4]([C:14]3[NH:15][N:16]=[N:17][C:18]=3[C:19]3[CH:20]=[CH:21][CH:22]=[CH:23][CH:24]=3)=[C:3]([Cl:2])[CH:13]=[CH:12][C:6]=2[CH2:7][CH2:8]1)=[O:31])([CH3:28])([CH3:27])[CH3:26]. (8) The product is: [NH2:10][C:7]1[N:8]=[N:9][C:4]2[CH:3]=[C:2]([C:23]3[CH:24]=[C:19]([NH:18][S:15]([CH3:14])(=[O:16])=[O:17])[CH:20]=[CH:21][CH:22]=3)[CH:12]=[C:11]([CH3:13])[C:5]=2[N:6]=1. Given the reactants Br[C:2]1[CH:12]=[C:11]([CH3:13])[C:5]2[N:6]=[C:7]([NH2:10])[N:8]=[N:9][C:4]=2[CH:3]=1.[CH3:14][S:15]([NH:18][C:19]1[CH:20]=[C:21](B(O)O)[CH:22]=[CH:23][CH:24]=1)(=[O:17])=[O:16].C(=O)([O-])[O-].[Na+].[Na+], predict the reaction product.